From a dataset of Forward reaction prediction with 1.9M reactions from USPTO patents (1976-2016). Predict the product of the given reaction. (1) Given the reactants Cl.[NH2:2][C@H:3]([CH:6]=[CH2:7])[CH2:4][OH:5].C(N(CC)CC)C.[C:15]([O:19][C:20](O[C:20]([O:19][C:15]([CH3:18])([CH3:17])[CH3:16])=[O:21])=[O:21])([CH3:18])([CH3:17])[CH3:16], predict the reaction product. The product is: [C:15]([O:19][C:20](=[O:21])[NH:2][C@@H:3]([CH2:4][OH:5])[CH:6]=[CH2:7])([CH3:18])([CH3:17])[CH3:16]. (2) Given the reactants N([O-])=[O:2].[Na+].N[C@H:6]([C:14]([OH:16])=[O:15])[CH2:7][C:8]1[CH:13]=[CH:12][CH:11]=[CH:10][CH:9]=1, predict the reaction product. The product is: [C:8]1([CH2:7][CH:6]([OH:2])[C:14]([OH:16])=[O:15])[CH:13]=[CH:12][CH:11]=[CH:10][CH:9]=1. (3) Given the reactants [N:1]#[C:2]Br.[F:4][C:5]1[CH:10]=[CH:9][C:8]([C:11]2[C:16]([C:17]3[CH:18]=[N:19][C:20]([CH2:23][NH2:24])=[CH:21][CH:22]=3)=[CH:15][CH:14]=[CH:13][N:12]=2)=[CH:7][C:6]=1[CH3:25].CCN(C(C)C)C(C)C.C1(C)C=CC=CC=1, predict the reaction product. The product is: [F:4][C:5]1[CH:10]=[CH:9][C:8]([C:11]2[C:16]([C:17]3[CH:22]=[CH:21][C:20]4[N:19]([C:2]([NH2:1])=[N:24][CH:23]=4)[CH:18]=3)=[CH:15][CH:14]=[CH:13][N:12]=2)=[CH:7][C:6]=1[CH3:25]. (4) The product is: [ClH:24].[ClH:24].[NH:5]1[CH2:6][CH2:7][NH:8][CH2:9][CH:4]1[C:1]([NH2:2])=[O:3]. Given the reactants [C:1]([CH:4]1[CH2:9][N:8](C(OC(C)(C)C)=O)[CH2:7][CH2:6][N:5]1C(OC(C)(C)C)=O)(=[O:3])[NH2:2].[ClH:24].CO, predict the reaction product.